Dataset: Forward reaction prediction with 1.9M reactions from USPTO patents (1976-2016). Task: Predict the product of the given reaction. Given the reactants [Br:1][C:2]1[CH:3]=[C:4]([F:10])[C:5]([CH2:8][NH2:9])=[N:6][CH:7]=1.O.[C:12]([O:16][C:17](O[C:17]([O:16][C:12]([CH3:15])([CH3:14])[CH3:13])=[O:18])=[O:18])([CH3:15])([CH3:14])[CH3:13], predict the reaction product. The product is: [Br:1][C:2]1[CH:3]=[C:4]([F:10])[C:5]([CH2:8][NH:9][C:17](=[O:18])[O:16][C:12]([CH3:15])([CH3:14])[CH3:13])=[N:6][CH:7]=1.